Dataset: Full USPTO retrosynthesis dataset with 1.9M reactions from patents (1976-2016). Task: Predict the reactants needed to synthesize the given product. (1) The reactants are: [Br:1][C:2]1[CH:3]=[C:4]2[C:9](=[CH:10][CH:11]=1)[CH:8]=[C:7]([C:12]([N+:17]([O-:19])=[O:18])([CH2:15][OH:16])[CH2:13][OH:14])[CH:6]=[CH:5]2.C(Cl)Cl.CO[C:25](OC)([CH3:27])[CH3:26].B(F)(F)F. Given the product [Br:1][C:2]1[CH:3]=[C:4]2[C:9](=[CH:10][CH:11]=1)[CH:8]=[C:7]([C:12]1([N+:17]([O-:19])=[O:18])[CH2:15][O:16][C:25]([CH3:27])([CH3:26])[O:14][CH2:13]1)[CH:6]=[CH:5]2, predict the reactants needed to synthesize it. (2) The reactants are: [CH3:1][O:2][C:3]1[CH:4]=[CH:5][C:6]2[C:10]([C:11](=[O:24])[C:12]3[CH:17]=[C:16]([O:18][CH3:19])[C:15]([O:20][CH3:21])=[C:14]([O:22][CH3:23])[CH:13]=3)=[C:9]([CH3:25])[S:8][C:7]=2[C:26]=1[O:27]S(C1C=CC(C)=CC=1)(=O)=O.CO.C(C(O)=O)(F)(F)F. Given the product [OH:27][C:26]1[C:7]2[S:8][C:9]([CH3:25])=[C:10]([C:11](=[O:24])[C:12]3[CH:17]=[C:16]([O:18][CH3:19])[C:15]([O:20][CH3:21])=[C:14]([O:22][CH3:23])[CH:13]=3)[C:6]=2[CH:5]=[CH:4][C:3]=1[O:2][CH3:1], predict the reactants needed to synthesize it. (3) Given the product [C:1]([C:3]1[CH:8]=[CH:7][C:6]([CH:9]2[C:14]([C:15]([OH:17])=[O:16])=[C:13]([CH3:21])[N:12]([C:22]3[CH:27]=[CH:26][CH:25]=[C:24]([C:28]([F:31])([F:29])[F:30])[CH:23]=3)[C:11](=[O:32])[NH:10]2)=[C:5]([N+:33]([O-:35])=[O:34])[CH:4]=1)#[N:2], predict the reactants needed to synthesize it. The reactants are: [C:1]([C:3]1[CH:8]=[CH:7][C:6]([CH:9]2[C:14]([C:15]([O:17]CC=C)=[O:16])=[C:13]([CH3:21])[N:12]([C:22]3[CH:27]=[CH:26][CH:25]=[C:24]([C:28]([F:31])([F:30])[F:29])[CH:23]=3)[C:11](=[O:32])[NH:10]2)=[C:5]([N+:33]([O-:35])=[O:34])[CH:4]=1)#[N:2].N1CCOCC1. (4) Given the product [CH3:1][N:2]([CH3:7])[CH2:3][C:4]([NH:6][C:9]1[CH:14]=[C:13]([O:15][C:16]2[C:21]([F:22])=[CH:20][C:19]([NH:23][C:24]([C:26]3([C:29]([NH:31][C:32]4[CH:33]=[CH:34][C:35]([F:38])=[CH:36][CH:37]=4)=[O:30])[CH2:28][CH2:27]3)=[O:25])=[C:18]([F:39])[CH:17]=2)[CH:12]=[CH:11][N:10]=1)=[O:5], predict the reactants needed to synthesize it. The reactants are: [CH3:1][N:2]([CH3:7])[CH2:3][C:4]([NH2:6])=[O:5].Cl[C:9]1[CH:14]=[C:13]([O:15][C:16]2[C:21]([F:22])=[CH:20][C:19]([NH:23][C:24]([C:26]3([C:29]([NH:31][C:32]4[CH:37]=[CH:36][C:35]([F:38])=[CH:34][CH:33]=4)=[O:30])[CH2:28][CH2:27]3)=[O:25])=[C:18]([F:39])[CH:17]=2)[CH:12]=[CH:11][N:10]=1.C(=O)([O-])[O-].[Cs+].[Cs+].CC1(C)C2C(=C(P(C3C=CC=CC=3)C3C=CC=CC=3)C=CC=2)OC2C(P(C3C=CC=CC=3)C3C=CC=CC=3)=CC=CC1=2. (5) Given the product [Br:1][C:2]1[CH:3]=[C:4]([C:8]2([C:15]3[CH:20]=[CH:19][N:18]=[CH:17][CH:16]=3)[C:12]3=[N:26][CH2:25][C:24]([F:29])([F:23])[CH2:27][N:28]3[C:10](=[S:14])[NH:9]2)[CH:5]=[CH:6][CH:7]=1, predict the reactants needed to synthesize it. The reactants are: [Br:1][C:2]1[CH:3]=[C:4]([C:8]2([C:15]3[CH:20]=[CH:19][N:18]=[CH:17][CH:16]=3)[C:12](=S)S[C:10](=[S:14])[NH:9]2)[CH:5]=[CH:6][CH:7]=1.Cl.Cl.[F:23][C:24]([F:29])([CH2:27][NH2:28])[CH2:25][NH2:26].C(N(CC)CC)C. (6) Given the product [O:6]=[C:2]1[NH:3][CH2:4][CH2:5][N:1]1[C:10]1[N:15]=[CH:14][C:13]([C:16]#[N:17])=[CH:12][CH:11]=1, predict the reactants needed to synthesize it. The reactants are: [NH:1]1[CH2:5][CH2:4][NH:3][C:2]1=[O:6].[H-].[Na+].Cl[C:10]1[N:15]=[CH:14][C:13]([C:16]#[N:17])=[CH:12][CH:11]=1. (7) Given the product [C:7]1([C:13]#[C:14][C:15]2[N:19]3[CH:20]=[CH:21][CH:22]=[CH:23][C:18]3=[N:17][C:16]=2[CH2:24][OH:25])[CH:8]=[CH:9][CH:10]=[CH:11][CH:12]=1, predict the reactants needed to synthesize it. The reactants are: [H-].[H-].[H-].[H-].[Li+].[Al+3].[C:7]1([C:13]#[C:14][C:15]2[N:19]3[CH:20]=[CH:21][CH:22]=[CH:23][C:18]3=[N:17][C:16]=2[C:24](OCC)=[O:25])[CH:12]=[CH:11][CH:10]=[CH:9][CH:8]=1.S(=O)(=O)(O)O. (8) Given the product [Br:1][C:6]1[C:5]([O:4][CH3:3])=[CH:14][CH:13]=[C:12]2[C:7]=1[CH:8]=[CH:9][C:10]([CH:15]=[O:16])=[CH:11]2, predict the reactants needed to synthesize it. The reactants are: [Br:1]Br.[CH3:3][O:4][C:5]1[CH:6]=[C:7]2[C:12](=[CH:13][CH:14]=1)[CH:11]=[C:10]([CH:15]=[O:16])[CH:9]=[CH:8]2.